The task is: Predict the product of the given reaction.. This data is from Forward reaction prediction with 1.9M reactions from USPTO patents (1976-2016). (1) Given the reactants [CH3:1][C:2]1[C:3]([C:8]([O:10]C)=O)=[CH:4][S:5][C:6]=1[CH3:7].Cl.[CH3:13][NH:14][O:15][CH3:16].C([Mg]Br)(C)C, predict the reaction product. The product is: [CH3:16][O:15][N:14]([CH3:13])[C:8]([C:3]1[C:2]([CH3:1])=[C:6]([CH3:7])[S:5][CH:4]=1)=[O:10]. (2) Given the reactants [CH:1]1[C:6](Cl)=[CH:5][CH:4]=[C:3](Cl)[CH:2]=1.[CH2:9]([CH:11]([CH2:15][CH2:16][CH2:17][CH3:18])[CH2:12][Mg]Br)[CH3:10], predict the reaction product. The product is: [CH2:9]([CH:11]([CH2:15][CH2:16][CH2:17][CH3:18])[CH2:12][C:1]1[CH:2]=[CH:3][CH:4]=[CH:5][C:6]=1[CH2:12][CH:11]([CH2:9][CH3:10])[CH2:15][CH2:16][CH2:17][CH3:18])[CH3:10]. (3) The product is: [CH3:26][C:25]1([CH3:27])[O:12][CH2:11][CH:10]([NH:9][C:7]2[C:6]([N+:15]([O-:17])=[O:16])=[CH:5][CH:4]=[C:3]([O:2][CH3:1])[N:8]=2)[CH2:13][O:14]1. Given the reactants [CH3:1][O:2][C:3]1[N:8]=[C:7]([NH:9][CH:10]([CH2:13][OH:14])[CH2:11][OH:12])[C:6]([N+:15]([O-:17])=[O:16])=[CH:5][CH:4]=1.C(=O)([O-])O.[Na+].CO[C:25](OC)([CH3:27])[CH3:26], predict the reaction product.